Dataset: NCI-60 drug combinations with 297,098 pairs across 59 cell lines. Task: Regression. Given two drug SMILES strings and cell line genomic features, predict the synergy score measuring deviation from expected non-interaction effect. (1) Drug 1: CC12CCC3C(C1CCC2O)C(CC4=C3C=CC(=C4)O)CCCCCCCCCS(=O)CCCC(C(F)(F)F)(F)F. Drug 2: CC1=C2C(C(=O)C3(C(CC4C(C3C(C(C2(C)C)(CC1OC(=O)C(C(C5=CC=CC=C5)NC(=O)OC(C)(C)C)O)O)OC(=O)C6=CC=CC=C6)(CO4)OC(=O)C)O)C)O. Cell line: MDA-MB-231. Synergy scores: CSS=5.43, Synergy_ZIP=3.98, Synergy_Bliss=10.9, Synergy_Loewe=2.93, Synergy_HSA=3.80. (2) Drug 1: CC1=C(C=C(C=C1)NC2=NC=CC(=N2)N(C)C3=CC4=NN(C(=C4C=C3)C)C)S(=O)(=O)N.Cl. Drug 2: C(CC(=O)O)C(=O)CN.Cl. Cell line: SN12C. Synergy scores: CSS=3.39, Synergy_ZIP=-4.00, Synergy_Bliss=-5.28, Synergy_Loewe=-5.99, Synergy_HSA=-5.45. (3) Drug 1: C1CC(=O)NC(=O)C1N2CC3=C(C2=O)C=CC=C3N. Drug 2: C1=NC(=NC(=O)N1C2C(C(C(O2)CO)O)O)N. Cell line: MDA-MB-231. Synergy scores: CSS=10.4, Synergy_ZIP=-0.894, Synergy_Bliss=3.56, Synergy_Loewe=2.00, Synergy_HSA=2.03. (4) Drug 1: CC1=C(C=C(C=C1)NC2=NC=CC(=N2)N(C)C3=CC4=NN(C(=C4C=C3)C)C)S(=O)(=O)N.Cl. Drug 2: CN(CC1=CN=C2C(=N1)C(=NC(=N2)N)N)C3=CC=C(C=C3)C(=O)NC(CCC(=O)O)C(=O)O. Cell line: RPMI-8226. Synergy scores: CSS=-10.0, Synergy_ZIP=-6.14, Synergy_Bliss=-15.9, Synergy_Loewe=-59.7, Synergy_HSA=-25.1.